Dataset: Forward reaction prediction with 1.9M reactions from USPTO patents (1976-2016). Task: Predict the product of the given reaction. (1) Given the reactants [OH:1][C:2]1[CH:7]=[CH:6][C:5]([C:8]2[N:13]=[CH:12][N:11]=[C:10]([NH:14][C@H:15]([C:23]([O:25][CH3:26])=[O:24])[CH2:16][C:17]3[CH:22]=[CH:21][CH:20]=[CH:19][CH:18]=3)[CH:9]=2)=[CH:4][CH:3]=1.C(N(CC)CC)C.[F:34][C:35]([F:48])([F:47])[S:36](O[S:36]([C:35]([F:48])([F:47])[F:34])(=[O:38])=[O:37])(=[O:38])=[O:37], predict the reaction product. The product is: [F:34][C:35]([F:48])([F:47])[S:36]([O:1][C:2]1[CH:7]=[CH:6][C:5]([C:8]2[N:13]=[CH:12][N:11]=[C:10]([NH:14][C@H:15]([C:23]([O:25][CH3:26])=[O:24])[CH2:16][C:17]3[CH:22]=[CH:21][CH:20]=[CH:19][CH:18]=3)[CH:9]=2)=[CH:4][CH:3]=1)(=[O:38])=[O:37]. (2) Given the reactants Br[CH2:2][C:3]([CH:21]1[CH2:23][CH2:22]1)([OH:20])[CH2:4][C:5]1[CH:10]=[CH:9][C:8]([O:11][C:12]2[CH:17]=[CH:16][C:15]([Cl:18])=[CH:14][CH:13]=2)=[CH:7][C:6]=1[Cl:19].[NH:24]1[CH:28]=[N:27][CH:26]=[N:25]1.C([O-])([O-])=O.[Cs+].[Cs+].O, predict the reaction product. The product is: [Cl:19][C:6]1[CH:7]=[C:8]([O:11][C:12]2[CH:17]=[CH:16][C:15]([Cl:18])=[CH:14][CH:13]=2)[CH:9]=[CH:10][C:5]=1[CH2:4][C:3]([CH:21]1[CH2:23][CH2:22]1)([OH:20])[CH2:2][N:24]1[CH:28]=[N:27][CH:26]=[N:25]1. (3) Given the reactants [CH3:1][O:2][C:3](=[O:15])[C:4]1[CH:9]=[C:8](I)[CH:7]=[CH:6][C:5]=1[O:11][CH2:12][CH2:13][CH3:14].[C:16]1([C:22]#[CH:23])[CH:21]=[CH:20][CH:19]=[CH:18][CH:17]=1, predict the reaction product. The product is: [CH3:1][O:2][C:3](=[O:15])[C:4]1[CH:9]=[C:8]([C:23]#[C:22][C:16]2[CH:21]=[CH:20][CH:19]=[CH:18][CH:17]=2)[CH:7]=[CH:6][C:5]=1[O:11][CH2:12][CH2:13][CH3:14]. (4) Given the reactants [CH2:1]([N:3]([CH2:8][CH3:9])[CH2:4][CH2:5][NH:6][CH3:7])[CH3:2].Cl[CH2:11][C:12]1[CH:20]=[CH:19][C:15]([C:16]([OH:18])=[O:17])=[CH:14][CH:13]=1.C(=O)([O-])[O-].[K+].[K+].[I-].[K+], predict the reaction product. The product is: [CH2:1]([N:3]([CH2:8][CH3:9])[CH2:4][CH2:5][N:6]([CH2:11][C:12]1[CH:20]=[CH:19][C:15]([C:16]([OH:18])=[O:17])=[CH:14][CH:13]=1)[CH3:7])[CH3:2]. (5) Given the reactants CS([C:5]1[N:6]=[C:7]([N:38]2[CH2:43][CH2:42][O:41][CH2:40][CH2:39]2)[C:8]2[C:13]([C:14]3[CH:19]=[CH:18][CH:17]=[CH:16][CH:15]=3)=[C:12]([C:20]3[CH:25]=[CH:24][C:23]([C:26]4([NH:30][C:31](=[O:37])[O:32][C:33]([CH3:36])([CH3:35])[CH3:34])[CH2:29][CH2:28][CH2:27]4)=[CH:22][CH:21]=3)[O:11][C:9]=2[N:10]=1)(=O)=O.[CH2:44]([CH2:46][NH2:47])[OH:45], predict the reaction product. The product is: [OH:45][CH2:44][CH2:46][NH:47][C:5]1[N:6]=[C:7]([N:38]2[CH2:43][CH2:42][O:41][CH2:40][CH2:39]2)[C:8]2[C:13]([C:14]3[CH:19]=[CH:18][CH:17]=[CH:16][CH:15]=3)=[C:12]([C:20]3[CH:21]=[CH:22][C:23]([C:26]4([NH:30][C:31](=[O:37])[O:32][C:33]([CH3:35])([CH3:36])[CH3:34])[CH2:29][CH2:28][CH2:27]4)=[CH:24][CH:25]=3)[O:11][C:9]=2[N:10]=1. (6) Given the reactants I[C:2]1[CH:3]=[CH:4][C:5]2[N:6]([CH:8]=[C:9]([C:11]3[C:12]([C:17]4[CH:22]=[CH:21][CH:20]=[CH:19][CH:18]=4)=[N:13][O:14][C:15]=3[CH3:16])[N:10]=2)[CH:7]=1.[NH:23]1[CH:27]=[CH:26][CH:25]=[CH:24]1, predict the reaction product. The product is: [CH3:16][C:15]1[O:14][N:13]=[C:12]([C:17]2[CH:22]=[CH:21][CH:20]=[CH:19][CH:18]=2)[C:11]=1[C:9]1[N:10]=[C:5]2[CH:4]=[CH:3][C:2]([N:23]3[CH:27]=[CH:26][CH:25]=[CH:24]3)=[CH:7][N:6]2[CH:8]=1. (7) Given the reactants [CH2:1]([O:4][C:5]1[CH:6]=[C:7]([CH:27]=[CH:28][C:29]=1[Br:30])[O:8][C:9]1[CH:26]=[CH:25][C:12]([CH2:13][NH:14][C:15]2[CH:20]=[CH:19][CH:18]=[C:17]([N+:21]([O-:23])=[O:22])[C:16]=2[CH3:24])=[CH:11][CH:10]=1)[CH:2]=[CH2:3].[CH2:31](Br)[C:32]1[CH:37]=[CH:36][CH:35]=[CH:34][CH:33]=1, predict the reaction product. The product is: [CH2:1]([O:4][C:5]1[CH:6]=[C:7]([CH:27]=[CH:28][C:29]=1[Br:30])[O:8][C:9]1[CH:26]=[CH:25][C:12]([CH2:13][N:14]([CH2:31][C:32]2[CH:37]=[CH:36][CH:35]=[CH:34][CH:33]=2)[C:15]2[CH:20]=[CH:19][CH:18]=[C:17]([N+:21]([O-:23])=[O:22])[C:16]=2[CH3:24])=[CH:11][CH:10]=1)[CH:2]=[CH2:3]. (8) Given the reactants [F:1][CH:2]([P:4](=[O:11])([O:8][CH2:9][CH3:10])[O:5][CH2:6][CH3:7])[F:3].[Li+].CC([N-]C(C)C)C.[NH2:20][C:21]1[C:30]2[N:29]=[CH:28][C:27]([CH2:31][CH2:32][C:33]3[CH:38]=[CH:37][C:36]([O:39][CH3:40])=[CH:35][C:34]=3[CH3:41])=[CH:26][C:25]=2[C:24]2[CH:42]=[CH:43][C:44]([CH:46]=[O:47])=[CH:45][C:23]=2[N:22]=1, predict the reaction product. The product is: [NH2:20][C:21]1[C:30]2[N:29]=[CH:28][C:27]([CH2:31][CH2:32][C:33]3[CH:38]=[CH:37][C:36]([O:39][CH3:40])=[CH:35][C:34]=3[CH3:41])=[CH:26][C:25]=2[C:24]2[CH:42]=[CH:43][C:44]([CH:46]([OH:47])[C:2]([P:4](=[O:11])([O:5][CH2:6][CH3:7])[O:8][CH2:9][CH3:10])([F:3])[F:1])=[CH:45][C:23]=2[N:22]=1. (9) Given the reactants [CH3:1][O:2][C:3]1[CH:20]=[CH:19][C:6]([CH2:7][CH2:8][NH:9][C:10]2[CH:15]=[CH:14][CH:13]=[CH:12][C:11]=2[N+:16]([O-])=O)=[CH:5][CH:4]=1.[C:21](O)(=O)[CH3:22], predict the reaction product. The product is: [CH3:1][O:2][C:3]1[CH:20]=[CH:19][C:6]([CH2:7][CH2:8][N:9]2[C:10]3[CH:15]=[CH:14][CH:13]=[CH:12][C:11]=3[N:16]=[C:21]2[CH3:22])=[CH:5][CH:4]=1.